This data is from Reaction yield outcomes from USPTO patents with 853,638 reactions. The task is: Predict the reaction yield, written as a fraction of the theoretical maximum amount of product (1.0 means a 100% yield; for example, 0.34 means a 34% yield). (1) The reactants are [Cl:1][C:2]1[N:10]=[C:9]2[C:5]([N:6]=[C:7]([CH:12]=O)[N:8]2[CH3:11])=[C:4]([N:14]2[CH2:19][CH2:18][O:17][CH2:16][CH2:15]2)[N:3]=1.[O:20]1[CH2:23][CH:22]([CH:24]2[CH2:29][CH2:28][NH:27][CH2:26][CH2:25]2)[CH2:21]1.C(O[BH-](OC(=O)C)OC(=O)C)(=O)C.[Na+]. The catalyst is C1COCC1. The product is [Cl:1][C:2]1[N:10]=[C:9]2[C:5]([N:6]=[C:7]([CH2:12][N:27]3[CH2:28][CH2:29][CH:24]([CH:22]4[CH2:23][O:20][CH2:21]4)[CH2:25][CH2:26]3)[N:8]2[CH3:11])=[C:4]([N:14]2[CH2:19][CH2:18][O:17][CH2:16][CH2:15]2)[N:3]=1. The yield is 0.570. (2) The reactants are [F:1][C:2]([F:15])([F:14])[C:3]1[CH:8]=[CH:7][C:6](/[CH:9]=[CH:10]/B(O)O)=[CH:5][CH:4]=1.[F-].[Cs+].FC(F)(F)S(O[C:24]1[CH:25]=[C:26]2[C:31](=[CH:32][CH:33]=1)[CH:30]([CH2:34][C:35]([O:37][CH2:38][CH3:39])=[O:36])[CH2:29][CH2:28][CH2:27]2)(=O)=O. The catalyst is COCCOC.C1C=CC([P]([Pd]([P](C2C=CC=CC=2)(C2C=CC=CC=2)C2C=CC=CC=2)([P](C2C=CC=CC=2)(C2C=CC=CC=2)C2C=CC=CC=2)[P](C2C=CC=CC=2)(C2C=CC=CC=2)C2C=CC=CC=2)(C2C=CC=CC=2)C2C=CC=CC=2)=CC=1. The product is [CH2:38]([O:37][C:35](=[O:36])[CH2:34][CH:30]1[C:31]2[C:26](=[CH:25][C:24](/[CH:10]=[CH:9]/[C:6]3[CH:7]=[CH:8][C:3]([C:2]([F:15])([F:14])[F:1])=[CH:4][CH:5]=3)=[CH:33][CH:32]=2)[CH2:27][CH2:28][CH2:29]1)[CH3:39]. The yield is 0.950.